From a dataset of Catalyst prediction with 721,799 reactions and 888 catalyst types from USPTO. Predict which catalyst facilitates the given reaction. (1) Reactant: [NH2:1][C:2]1[CH:3]=[CH:4][C:5]([N:8]2[CH:12]=[CH:11][N:10]=[C:9]2[CH3:13])=[N:6][CH:7]=1.[Cl:14][C:15]1[CH:20]=[CH:19][C:18]([C:21]2[O:25][N:24]=[CH:23][C:22]=2[CH2:26][CH2:27][C:28](O)=[O:29])=[CH:17][CH:16]=1.O.ON1C2C=CC=CC=2N=N1.Cl.C(N=C=NCCCN(C)C)C. Product: [CH3:13][C:9]1[N:8]([C:5]2[N:6]=[CH:7][C:2]([NH:1][C:28](=[O:29])[CH2:27][CH2:26][C:22]3[CH:23]=[N:24][O:25][C:21]=3[C:18]3[CH:19]=[CH:20][C:15]([Cl:14])=[CH:16][CH:17]=3)=[CH:3][CH:4]=2)[CH:12]=[CH:11][N:10]=1. The catalyst class is: 145. (2) Reactant: [CH2:1]([NH:3][C:4]([NH:6][C:7]1[CH:12]=[C:11](C2SC=C(C(F)(F)F)N=2)[C:10](B2OC(C)(C)C(C)(C)O2)=[CH:9][N:8]=1)=[O:5])[CH3:2].Br[C:32]1[CH:33]=[C:34]([C:38]2[NH:42][NH:41][C:40](=[O:43])[CH:39]=2)[CH:35]=[N:36][CH:37]=1.C(=O)([O-])[O-].[Cs+].[Cs+]. Product: [CH2:1]([NH:3][C:4]([NH:6][C:7]1[N:8]=[CH:9][C:10]([C:32]2[CH:37]=[N:36][CH:35]=[C:34]([C:38]3[NH:42][NH:41][C:40](=[O:43])[CH:39]=3)[CH:33]=2)=[CH:11][CH:12]=1)=[O:5])[CH3:2]. The catalyst class is: 103.